This data is from Forward reaction prediction with 1.9M reactions from USPTO patents (1976-2016). The task is: Predict the product of the given reaction. (1) Given the reactants [CH3:1][O:2][C:3](=[O:12])[C:4]1[C:9]([CH3:10])=[CH:8][CH:7]=[CH:6][C:5]=1[Br:11].C1C(=O)N([Br:20])C(=O)C1.CC(N=NC(C#N)(C)C)(C#N)C, predict the reaction product. The product is: [CH3:1][O:2][C:3](=[O:12])[C:4]1[C:9]([CH2:10][Br:20])=[CH:8][CH:7]=[CH:6][C:5]=1[Br:11]. (2) Given the reactants C([O:3][C:4]([C:6]1([C:9]2[CH:14]=[CH:13][C:12]([C:15]3[CH:20]=[CH:19][C:18]([C:21]4[O:25][N:24]=[C:23]([CH3:26])[C:22]=4[CH2:27][CH2:28][OH:29])=[CH:17][CH:16]=3)=[CH:11][CH:10]=2)[CH2:8][CH2:7]1)=[O:5])C.Br[CH2:31][CH:32]1[CH2:34][CH2:33]1.[H-].[Na+], predict the reaction product. The product is: [CH:32]1([CH2:31][O:29][CH2:28][CH2:27][C:22]2[C:23]([CH3:26])=[N:24][O:25][C:21]=2[C:18]2[CH:19]=[CH:20][C:15]([C:12]3[CH:13]=[CH:14][C:9]([C:6]4([C:4]([OH:3])=[O:5])[CH2:7][CH2:8]4)=[CH:10][CH:11]=3)=[CH:16][CH:17]=2)[CH2:34][CH2:33]1. (3) Given the reactants [NH:1]1[CH2:6][CH:5]=[C:4]([C:7]2[C:15]3[C:10](=[CH:11][CH:12]=[CH:13][CH:14]=3)[NH:9][CH:8]=2)[CH2:3][CH2:2]1.C(N(CC)CC)C.Cl[C:24]([O:26][CH2:27][CH3:28])=[O:25].O, predict the reaction product. The product is: [CH2:27]([O:26][C:24]([N:1]1[CH2:2][CH:3]=[C:4]([C:7]2[C:15]3[C:10](=[CH:11][CH:12]=[CH:13][CH:14]=3)[NH:9][CH:8]=2)[CH2:5][CH2:6]1)=[O:25])[CH3:28]. (4) The product is: [CH2:1]([O:5][C:6]([C:8]1[CH2:13][CH2:12][CH:11]=[CH:10][CH:9]=1)=[O:7])[CH2:2][CH2:3][CH3:4]. Given the reactants [CH2:1]([O:5][C:6]([CH:8]1[CH2:13][CH2:12][CH:11]=[CH:10][CH:9]1OC(=O)C)=[O:7])[CH2:2][CH2:3][CH3:4].CC(C)([O-])C.[K+].O, predict the reaction product. (5) Given the reactants [F:1][C:2]1[CH:7]=[CH:6][C:5]([C:8]2[N:12]([CH3:13])[N:11]=[CH:10][C:9]=2/[CH:14]=[CH:15]/[C:16]([OH:18])=[O:17])=[CH:4][CH:3]=1.O1CCCC1.[H][H], predict the reaction product. The product is: [F:1][C:2]1[CH:3]=[CH:4][C:5]([C:8]2[N:12]([CH3:13])[N:11]=[CH:10][C:9]=2[CH2:14][CH2:15][C:16]([OH:18])=[O:17])=[CH:6][CH:7]=1. (6) Given the reactants C(OC(=O)C1C=C(OC(F)(F)F)C(CN2CC[C@@H](NC(OC(C)(C)C)=O)C2)=CC=1[N+]([O-])=O)C.C(OC(N1CCN(CC2C=C(N)C(C(OCC)=O)=CC=2OC(F)(F)F)CC1)=O)(C)(C)C.C(OC(N1CCN(CC2C=C(N)C(C(O)=O)=CC=2OC(F)(F)F)CC1)=O)(C)(C)C.C(OC(N1CCN(CC2C=C(N)C(C(=O)NCC3C=C(Cl)C=CC=3S(CC)(=O)=O)=CC=2OC(F)(F)F)CC1)=O)(C)(C)C.[C:136]([O:140][C:141]([N:143]1[CH2:148][CH2:147][N:146]([CH2:149][C:150]2[CH:159]=[C:158]3[C:153]([C:154](=[O:174])[N:155]([CH2:161][C:162]4[CH:167]=[C:166]([Cl:168])[CH:165]=[CH:164][C:163]=4[S:169]([CH2:172][CH3:173])(=[O:171])=[O:170])[C:156](=[O:160])[NH:157]3)=[CH:152][C:151]=2[O:175][C:176]([F:179])([F:178])[F:177])[CH2:145][CH2:144]1)=[O:142])([CH3:139])([CH3:138])[CH3:137], predict the reaction product. The product is: [C:136]([O:140][C:141](=[O:142])[NH:143][C@@H:144]1[CH2:148][CH2:147][N:146]([CH2:149][C:150]2[CH:159]=[C:158]3[C:153]([C:154](=[O:174])[N:155]([CH2:161][C:162]4[CH:167]=[C:166]([Cl:168])[CH:165]=[CH:164][C:163]=4[S:169]([CH2:172][CH3:173])(=[O:170])=[O:171])[C:156](=[O:160])[NH:157]3)=[CH:152][C:151]=2[O:175][C:176]([F:179])([F:178])[F:177])[CH2:145]1)([CH3:137])([CH3:138])[CH3:139]. (7) Given the reactants [CH3:1][CH:2]([S:4](Cl)(=[O:6])=[O:5])[CH3:3].C(N(CC)CC)C.Cl.[C@@H:16]12[CH2:23][NH:22][CH2:21][C@@H:20]1[CH2:19][N:18]([C:24]1[NH:25][C:26]3[CH:32]=[C:31]([C:33]4[CH:38]=[CH:37][CH:36]=[CH:35][CH:34]=4)[CH:30]=[CH:29][C:27]=3[N:28]=1)[CH2:17]2, predict the reaction product. The product is: [CH:2]([S:4]([N:22]1[CH2:21][C@@H:20]2[C@@H:16]([CH2:17][N:18]([C:24]3[NH:25][C:26]4[CH:32]=[C:31]([C:33]5[CH:38]=[CH:37][CH:36]=[CH:35][CH:34]=5)[CH:30]=[CH:29][C:27]=4[N:28]=3)[CH2:19]2)[CH2:23]1)(=[O:6])=[O:5])([CH3:3])[CH3:1]. (8) The product is: [C:31]([O:30][CH:24]([CH2:25][O:26][C:27](=[O:29])[CH3:28])[CH2:23][O:22][C:17]1[CH:18]=[CH:19][CH:20]=[CH:21][C:16]=1[CH2:15][CH2:14][CH2:13][CH2:12][NH2:11])(=[O:33])[CH3:32]. Given the reactants C([NH:11][CH2:12][CH2:13][CH2:14][CH2:15][C:16]1[CH:21]=[CH:20][CH:19]=[CH:18][C:17]=1[O:22][CH2:23][CH:24]([O:30][C:31](=[O:33])[CH3:32])[CH2:25][O:26][C:27](=[O:29])[CH3:28])(OCC1C=CC=CC=1)=O.C(O)(=O)C, predict the reaction product. (9) The product is: [S:1]1[C:5]2[CH:6]=[CH:7][CH:8]=[CH:9][C:4]=2[N:3]=[C:2]1[C:10]#[C:11][C:12]1[N:13]=[C:14]2[C:19]([N:20]3[CH2:25][CH2:24][O:23][CH2:22][CH2:21]3)=[N:18][CH:17]=[C:16]([C:26]3[CH:38]=[CH:37][C:29]([C:30]([OH:32])=[O:31])=[CH:28][CH:27]=3)[N:15]2[CH:39]=1. Given the reactants [S:1]1[C:5]2[CH:6]=[CH:7][CH:8]=[CH:9][C:4]=2[N:3]=[C:2]1[C:10]#[C:11][C:12]1[N:13]=[C:14]2[C:19]([N:20]3[CH2:25][CH2:24][O:23][CH2:22][CH2:21]3)=[N:18][CH:17]=[C:16]([C:26]3[CH:38]=[CH:37][C:29]([C:30]([O:32]C(C)(C)C)=[O:31])=[CH:28][CH:27]=3)[N:15]2[CH:39]=1.C(O)(C(F)(F)F)=O.O, predict the reaction product. (10) Given the reactants Br[C:2]1[C:7]([NH2:8])=[C:6]([F:9])[CH:5]=[C:4]([Cl:10])[CH:3]=1.[CH:11]1(B(O)O)[CH2:13][CH2:12]1.[O-]P([O-])([O-])=O.[K+].[K+].[K+].C1(P(C2CCCCC2)C2CCCCC2)CCCCC1, predict the reaction product. The product is: [F:9][C:6]1[CH:5]=[C:4]([Cl:10])[CH:3]=[C:2]([CH:11]2[CH2:13][CH2:12]2)[C:7]=1[NH2:8].